Dataset: Full USPTO retrosynthesis dataset with 1.9M reactions from patents (1976-2016). Task: Predict the reactants needed to synthesize the given product. (1) Given the product [CH2:30]([S:32][C:21](=[O:22])[CH2:20][C@H:17]1[CH2:16][CH2:15][C@H:14]([NH:13][C:11]([C:4]2[C:5]3[C:10](=[CH:9][CH:8]=[CH:7][CH:6]=3)[N:1]=[CH:2][CH:3]=2)=[O:12])[CH2:19][CH2:18]1)[CH3:31], predict the reactants needed to synthesize it. The reactants are: [N:1]1[C:10]2[C:5](=[CH:6][CH:7]=[CH:8][CH:9]=2)[C:4]([C:11]([NH:13][C@H:14]2[CH2:19][CH2:18][C@H:17]([CH2:20][C:21](O)=[O:22])[CH2:16][CH2:15]2)=[O:12])=[CH:3][CH:2]=1.C(Cl)(=O)C(Cl)=O.[CH2:30]([SH:32])[CH3:31].C([Li])CCC.C([O-])(O)=O.[Na+]. (2) Given the product [F:1][C:2]1[CH:3]=[C:4]([C:9]2[NH:10][C:11]([CH3:21])=[C:12]([CH2:14][C:15]([NH2:17])([CH3:16])[CH3:20])[N:13]=2)[CH:5]=[CH:6][C:7]=1[CH3:8], predict the reactants needed to synthesize it. The reactants are: [F:1][C:2]1[CH:3]=[C:4]([C:9]2[NH:10][C:11]([CH3:21])=[C:12]([CH2:14][C:15]([CH3:20])([N+:17]([O-])=O)[CH3:16])[N:13]=2)[CH:5]=[CH:6][C:7]=1[CH3:8]. (3) The reactants are: CC([O-])(C)C.[K+].O.[OH:8][C:9]1([C:15]2[CH:29]=[CH:28][C:18]([CH2:19][NH:20]C(=O)OC(C)(C)C)=[CH:17][CH:16]=2)[CH2:14][CH2:13][CH2:12][CH2:11][CH2:10]1. Given the product [NH2:20][CH2:19][C:18]1[CH:17]=[CH:16][C:15]([C:9]2([OH:8])[CH2:14][CH2:13][CH2:12][CH2:11][CH2:10]2)=[CH:29][CH:28]=1, predict the reactants needed to synthesize it. (4) Given the product [CH2:1]([N:8]([C:9]([O:10][C:11]([CH3:14])([CH3:13])[CH3:12])=[O:15])[C@H:16]1[CH2:17][CH2:18][C@H:19]([C:22]2[CH:27]=[CH:26][C:25]([O:28][CH2:32][C:33]([O:35][CH2:36][CH3:37])=[O:34])=[CH:24][CH:23]=2)[CH2:20][CH2:21]1)[C:2]1[CH:3]=[CH:4][CH:5]=[CH:6][CH:7]=1, predict the reactants needed to synthesize it. The reactants are: [CH2:1]([N:8]([C@H:16]1[CH2:21][CH2:20][C@H:19]([C:22]2[CH:27]=[CH:26][C:25]([OH:28])=[CH:24][CH:23]=2)[CH2:18][CH2:17]1)[C:9](=[O:15])[O:10][C:11]([CH3:14])([CH3:13])[CH3:12])[C:2]1[CH:7]=[CH:6][CH:5]=[CH:4][CH:3]=1.[H-].[Na+].Br[CH2:32][C:33]([O:35][CH2:36][CH3:37])=[O:34].[Cl-].[NH4+].